From a dataset of NCI-60 drug combinations with 297,098 pairs across 59 cell lines. Regression. Given two drug SMILES strings and cell line genomic features, predict the synergy score measuring deviation from expected non-interaction effect. Drug 1: CC(C)(C#N)C1=CC(=CC(=C1)CN2C=NC=N2)C(C)(C)C#N. Drug 2: CCCCCOC(=O)NC1=NC(=O)N(C=C1F)C2C(C(C(O2)C)O)O. Cell line: SK-MEL-28. Synergy scores: CSS=-0.580, Synergy_ZIP=1.36, Synergy_Bliss=4.74, Synergy_Loewe=1.49, Synergy_HSA=1.48.